This data is from Human Reference Interactome with 51,813 positive PPI pairs across 8,248 proteins, plus equal number of experimentally-validated negative pairs. The task is: Binary Classification. Given two protein amino acid sequences, predict whether they physically interact or not. (1) Protein 1 (ENSG00000162613) has sequence MADYSTVPPPSSGSAGGGGGGGGGGGVNDAFKDALQRARQIAAKIGGDAGTSLNSNDYGYGGQKRPLEDGDQPDAKKVAPQNDSFGTQLPPMHQQQRSVMTEEYKVPDGMVGFIIGRGGEQISRIQQESGCKIQIAPDSGGLPERSCMLTGTPESVQSAKRLLDQIVEKGRPAPGFHHGDGPGNAVQEIMIPASKAGLVIGKGGETIKQLQERAGVKMVMIQDGPQNTGADKPLRITGDPYKVQQAKEMVLELIRDQGGFREVRNEYGSRIGGNEGIDVPIPRFAVGIVIGRNGEMIKKI.... Protein 2 (ENSG00000184814) has sequence MVSRPRSPSAFPAPWWGQQPGGPGPAKRLRLEEPAGPEPRAAPSLEDPAGDPAVDALTSIVVLAAGCALRVPLDDVDLVLEPAPTSILRVSLGGHTLILIPEVLLSSVDERSGAQHDSSAGLEVDVFLGAVREDVVVELEFCASVPEIAAQEEAYEEDADPEFPELRMDSPTGSAAGLYPSSRSMFIPYREGPIPEPCALAPNPSSERRSPRPIFDLEFRLLEPVPSSPLQPLPPSPCVGSPGPHARSPLPERPPCKARRRLFQA*. Result: 0 (the proteins do not interact). (2) Protein 1 (ENSG00000112214) has sequence MTTAHFYCQYCTASLLGKKYVLKDDSPYCVTCYDRVFSNYCEECKKPIESDSKDLCYKDRHWHEGCFKCTKCNHSLVEKPFAAKDERLLCTECYSNECSSKCFHCKRTIMPGSRKMEFKGNYWHETCFVCENCRQPIGTKPLISKESGNYCVPCFEKEFAHYCNFCKKVITSGGITFCDQLWHKECFLCSGCRKDLCEEQFMSRDDYPFCVDCYNHLYANKCVACSKPISGLTGAKFICFQDSQWHSECFNCGKCSVSLVGKGFLTQNKEIFCQKCGSGMDTDI*MTTAHFYCQYCTASL.... Protein 2 (ENSG00000171295) has sequence MDPVAFKDVAVNFTQEEWALLDISQRKLYREVMLETFRNLTSLGKRWKDQNIEYEHQNPRRNFRSLIEEKVNEIKDDSHCGETFTPVPDDRLNFQEKKASPEVKSCESFVCGEVGLGNSSFNMNIRGDIGHKAYEYQEYGPKPCKCQQPKKAFRYRPSFRTQERDHTGEKPNACKVCGKTFISHSSVRRHMVMHSGDGPYKCKFCGKAFHCLRLYLIHERIHTGEKPCECKQCGKSFSYSATHRIHKRTHTGEKPYEYQECGKAFHSPRSYRRHERIHMGEKAYQCKECGKAFTCPRYVR.... Result: 1 (the proteins interact). (3) Protein 1 (ENSG00000185813) has sequence MVQAIKWVDEVVPAAPYVTTLETLDKYNCDFCVHGNDITLTVDGRDTYEEVKQAGRYRECKRTQGVSTTDLVGRMLLVTKAHHSSQEMSSEYREYADSFGKCPGGRNPWTGVSQFLQTSQKIIQFASGKEPQPGETVIYVAGAFDLFHIGHVDFLEKVHRLAERPYIIAGLHFDQEVNHYKGKNYPIMNLHERTLSVLACRYVSEVVIGAPYAVTAELLSHFKVDLVCHGKTEIIPDRDGSDPYQEPKRRGIFRQIDSGSNLTTDLIVQRIITNRLEYEARNQKKEAKELAFLEAARQQA.... Protein 2 (ENSG00000185811) has sequence MDADEGQDMSQVSGKESPPVSDTPDEGDEPMPIPEDLSTTSGGQQSSKSDRVVASNVKVETQSDEENGRACEMNGEECAEDLRMLDASGEKMNGSHRDQGSSALSGVGGIRLPNGKLKCDICGIICIGPNVLMVHKRSHTGERPFQCNQCGASFTQKGNLLRHIKLHSGEKPFKCHLCNYACRRRDALTGHLRTHSVGKPHKCGYCGRSYKQRSSLEEHKERCHNYLESMGLPGTLYPVIKEETNHSEMAEDLCKIGSERSLVLDRLASNVAKRKSSMPQKFLGDKGLSDTPYDSSASYE.... Result: 0 (the proteins do not interact). (4) Protein 1 (ENSG00000169989) has sequence MAEASVDASTLPVTVKKKKSLSIEEKIDIINAVESGKKKAEIAAEYGIKKNSLSSIMKNKDKVLEAFESLRFDPKRKRLRTAFYTDLEEALMRWYRIAQCLNVPVNGPMLRLKANDFAQKLGHNDFKCSNGWLDRFKSRYGLVFRAQPVEATGVPVDPSTVWYQNVLPYYLNDYHPKNVFNIKETGLLYRMLPTNTFAFKGETCSVGKLCKDRITLVVGTNMDGSEKLPLLVIGKKRTPHCFKGLKSLPVCYEANRMAWMTSDVFEQWMRKLDEEFQAQQRRVVIFVESFPAHPEVKNLK.... Protein 2 (ENSG00000163320) has sequence MERFVVTAPPARNRSKTALYVTPLDRVTEFGGELHEDGGKLFCTSCNVVLNHVRKSAISDHLKSKTHTKRKAEFEEQNVRKKQRPLTASLQCNSTAQTEKVSVIQDFVKMCLEANIPLEKADHPAVRAFLSRHVKNGGSIPKSDQLRRAYLPDGYENENQLLNSQDC*MERFVVTAPPARNRSKTALYVTPLDRVTEFGGELHEDGGKLFCTSCNVVLNHVRKSAISDHLKSKTHTKRKAEFEEQNVRKKQRPLTASLQCNSTAQTEKVSVIQD. Result: 0 (the proteins do not interact). (5) Protein 1 (ENSG00000159650) has sequence MSSLQALCSGLPLRPLPENRGRQAGVPHAPVRTPSLSPVEKQLALRNALRYFPPDVQELLAPEFAQELQLYGHIYMYRFCPDIEMRAYPIEQYPCQTKVAAAIMHMIMNNLDPAVAQFPQELVTYGGNGQVFSNWAQFWLTMFYLSKMTEEQTLVMYSGHPLGLFPSSRSAPRLVITNGMVIPNYSSRTEYEKLFALGVTMYGQMTAGSYCYIGPQGIVHGTVLTVLNAARRYLGIEDLAGKVFVTSGLGGMSGAQAKAAVIVGCIGVIAEVDKAALEKRHRQGWLMEVTDSLDRCIQRL.... Protein 2 (ENSG00000228083) has sequence MALPFALMMALVVLSCKSSCSLGCNLSQTHSLNNRRTLMLMAQMRRISPFSCLKDRHDFEFPQEEFDGNQFQKAQAISVLHEMMQQTFNLFSTKNSSAAWDETLLEKFYIELFQQMNDLEACVIQEVGVEETPLMNEDSILAVKKYFQRITLYLMEKKYSPCAWEVVRAEIMRSLSFSTNLQKRLRRKD*. Result: 0 (the proteins do not interact). (6) Protein 2 (ENSG00000198060) has sequence MPDQALQQMLDRSCWVCFATDEDDRTAEWVRPCRCRGSTKWVHQACLQRWVDEKQRGNSTARVACPQCNAEYLIVFPKLGPVVYVLDLADRLISKACPFAAAGIMVGSIYWTAVTYGAVTVMQVVGHKEGLDVMERADPLFLLIGLPTIPVMLILGKMIRWEDYVLRLWRKYSNKLQILNSIFPGIGCPVPRIPAEANPLADHVSATRILCGALVFPTIATIVGKLMFSSVNSNLQRTILGGIAFVAIKGAFKVYFKQQQYLRQAHRKILNYPEQEEA*. Result: 1 (the proteins interact). Protein 1 (ENSG00000104343) has sequence MLSPRGVTRARQLLPLRLWPRRSWGDGSIMASMQTTGRRVEVWFPKRLQKELLALQNDPPPGMTLNEKSVQNSITQWIVDMEGAPGTLYEGEKFQLLFKFSSRYPFDSPQVMFTGENIPVHPHVYSNGHICLSILTEDWSPALSVQSVCLSIISMLSSCKEKRRPPDNSFYVRTCNKNPKKTKWWYHDDTC*MASMQKRLQKELLALQNDPPPGMTLNEKSVQNSITQSCLLVKIFLFILMFIAMVISVYPF*MLSPRGVTRARQLLPLRLWPRRSWGDGSIMASMQKRLQKELLALQND.... (7) Protein 1 (ENSG00000039650) has sequence MGEVEAPGRLWLESPPGGAPPIFLPSDGQALVLGRGPLTQVTDRKCSRTQVELVADPETRTVAVKQLGVNPSTTGTQELKPGLEGSLGVGDTLYLVNGLHPLTLRWEETRTPESQPDTPPGTPLVSQDEKRDAELPKKRMRKSNPGWENLEKLLVFTAAGVKPQGKVAGFDLDGTLITTRSGKVFPTGPSDWRILYPEIPRKLRELEAEGYKLVIFTNQMSIGRGKLPAEEFKAKVEAVVEKLGVPFQVLVATHAGLYRKPVTGMWDHLQEQANDGTPISIGDSIFVGDAAGRPANWAPG.... Protein 2 (ENSG00000152193) has sequence MAQTVQNVTLSLTLPITCHICLGKVRQPVICINNHVFCSICIDLWLKNNSQCPACRVPITPENPCKEIIGGTSESEPMLSHTVRKHLRKTRLELLHKEYEDEIDCLQKEVEELKSKNLSLESQIKTILDPLTLVQGNQNEDKHLVTDNPSKINPETVAEWKKKLRTANEIYEKVKDDVDKLKEANKKLKLENGGLVRENLRLKAEVDNRSPQKFGRFAVAALQSKVEQYERETNRLKKALERSDKYIEELESQVAQLKNSSEEKEAMNSICQTALSADGKGSKGSEEDVVSKNQGDSARK.... Result: 1 (the proteins interact).